From a dataset of Forward reaction prediction with 1.9M reactions from USPTO patents (1976-2016). Predict the product of the given reaction. Given the reactants [NH2:1][C:2]1[C:3]([C:10]([NH2:12])=[O:11])=[N:4][C:5](Br)=[C:6]([F:8])[CH:7]=1.[Br:13][C:14]1[CH:15]=[C:16](B(O)O)[CH:17]=[CH:18][C:19]=1[F:20], predict the reaction product. The product is: [NH2:1][C:2]1[C:3]([C:10]([NH2:12])=[O:11])=[N:4][C:5]([C:16]2[CH:17]=[CH:18][C:19]([F:20])=[C:14]([Br:13])[CH:15]=2)=[C:6]([F:8])[CH:7]=1.